From a dataset of Retrosynthesis with 50K atom-mapped reactions and 10 reaction types from USPTO. Predict the reactants needed to synthesize the given product. Given the product CC(C)CCn1c(CN2C(=O)C(=NOCCF)c3cccnc32)nc2cc(CNC(=O)OC(C)(C)C)ccc21, predict the reactants needed to synthesize it. The reactants are: CC(C)CCn1c(CCl)nc2cc(CNC(=O)OC(C)(C)C)ccc21.O=C1Nc2ncccc2C1=NOCCF.